From a dataset of Catalyst prediction with 721,799 reactions and 888 catalyst types from USPTO. Predict which catalyst facilitates the given reaction. (1) Reactant: [N:1]1[CH:6]=[CH:5][C:4]2[C:7]([O:9][C:10](=[O:11])[C:3]=2[CH:2]=1)=[O:8].[CH3:12][O-:13].[Na+]. Product: [CH3:12][O:13][C:7]([C:4]1[CH:5]=[CH:6][N:1]=[CH:2][C:3]=1[C:10]([OH:11])=[O:9])=[O:8]. The catalyst class is: 36. (2) Reactant: [F:1][C:2]([F:15])([F:14])[C:3]([C:5]1[CH:10]=[C:9]([Cl:11])[C:8]([Cl:12])=[C:7]([Cl:13])[CH:6]=1)=[O:4].[CH:16]([Mg]Br)=[CH2:17]. Product: [F:15][C:2]([F:1])([F:14])[C:3]([C:5]1[CH:6]=[C:7]([Cl:13])[C:8]([Cl:12])=[C:9]([Cl:11])[CH:10]=1)([OH:4])[CH:16]=[CH2:17]. The catalyst class is: 1. (3) Reactant: [CH3:1][O:2][C:3](=[O:28])[C@@H:4]([NH:8][C:9]([C:22]1[CH:27]=[CH:26][CH:25]=[CH:24][CH:23]=1)([C:16]1[CH:21]=[CH:20][CH:19]=[CH:18][CH:17]=1)[C:10]1[CH:15]=[CH:14][CH:13]=[CH:12][CH:11]=1)[C@@H:5](O)[CH3:6].C1C=CC(P(C2C=CC=CC=2)C2C=CC=CC=2)=CC=1.N(C(OCC)=O)=NC(OCC)=O.C1C=CC(OP(OC2C=CC=CC=2)([N:69]=[N+:70]=[N-:71])=O)=CC=1. Product: [N:69]([C@H:5]([CH3:6])[C@H:4]([NH:8][C:9]([C:16]1[CH:17]=[CH:18][CH:19]=[CH:20][CH:21]=1)([C:22]1[CH:23]=[CH:24][CH:25]=[CH:26][CH:27]=1)[C:10]1[CH:11]=[CH:12][CH:13]=[CH:14][CH:15]=1)[C:3]([O:2][CH3:1])=[O:28])=[N+:70]=[N-:71]. The catalyst class is: 2. (4) Reactant: [C:1]([C:5]1[CH:6]=[C:7]([NH2:25])[N:8]([C:10]2[CH:15]=[C:14]([Cl:16])[CH:13]=[C:12]([O:17][Si:18]([C:21]([CH3:24])([CH3:23])[CH3:22])([CH3:20])[CH3:19])[CH:11]=2)[N:9]=1)([CH3:4])([CH3:3])[CH3:2].[OH-].[Na+].Cl[C:29]([O:31][CH2:32][C:33]([Cl:36])([Cl:35])[Cl:34])=[O:30]. Product: [Cl:34][C:33]([Cl:36])([Cl:35])[CH2:32][O:31][C:29](=[O:30])[NH:25][C:7]1[N:8]([C:10]2[CH:15]=[C:14]([Cl:16])[CH:13]=[C:12]([O:17][Si:18]([C:21]([CH3:24])([CH3:23])[CH3:22])([CH3:19])[CH3:20])[CH:11]=2)[N:9]=[C:5]([C:1]([CH3:4])([CH3:2])[CH3:3])[CH:6]=1. The catalyst class is: 25. (5) Reactant: [Cl:1][C:2]1[CH:18]=[C:17]([C:19]#[N:20])[CH:16]=[C:15]([Cl:21])[C:3]=1[C:4]([NH:6][C:7]1[CH:12]=[CH:11][N:10]=[C:9]([Cl:13])[C:8]=1[F:14])=O.S(Cl)([Cl:24])=O. Product: [Cl:1][C:2]1[CH:18]=[C:17]([C:19]#[N:20])[CH:16]=[C:15]([Cl:21])[C:3]=1[C:4]([Cl:24])=[N:6][C:7]1[CH:12]=[CH:11][N:10]=[C:9]([Cl:13])[C:8]=1[F:14]. The catalyst class is: 11. (6) Reactant: [F:1][C:2]1[CH:7]=[C:6]([N+:8]([O-])=O)[CH:5]=[CH:4][C:3]=1[C:11]([F:14])([F:13])[F:12]. Product: [F:1][C:2]1[CH:7]=[C:6]([NH2:8])[CH:5]=[CH:4][C:3]=1[C:11]([F:13])([F:14])[F:12]. The catalyst class is: 19. (7) Reactant: [S:1]1[CH:5]=[CH:4][C:3]2[S:6][CH:7]=[CH:8][C:2]1=2.CN(C)[CH:11]=[O:12].O=P(Cl)(Cl)Cl.C([O-])(=O)C.[Na+]. Product: [S:1]1[C:5]([CH:11]=[O:12])=[CH:4][C:3]2[S:6][CH:7]=[CH:8][C:2]1=2. The catalyst class is: 344. (8) Reactant: [CH3:1][O:2][C:3]1[CH:4]=[C:5]2[C:10](=[CH:11][C:12]=1[O:13][CH3:14])[N:9]=[CH:8][N:7]=[C:6]2[O:15][C:16]1[CH:22]=[CH:21][C:19]([NH2:20])=[CH:18][CH:17]=1.Cl[C:24](Cl)([O:26]C(=O)OC(Cl)(Cl)Cl)Cl.[CH3:35][CH2:36][CH2:37][CH2:38][CH:39]([OH:44])[CH2:40][CH2:41][CH2:42][CH3:43].C(=O)(O)[O-].[Na+]. Product: [CH3:1][O:2][C:3]1[CH:4]=[C:5]2[C:10](=[CH:11][C:12]=1[O:13][CH3:14])[N:9]=[CH:8][N:7]=[C:6]2[O:15][C:16]1[CH:22]=[CH:21][C:19]([NH:20][C:24](=[O:26])[O:44][CH:39]([CH2:40][CH2:41][CH2:42][CH3:43])[CH2:38][CH2:37][CH2:36][CH3:35])=[CH:18][CH:17]=1. The catalyst class is: 208. (9) Reactant: [Cl:1][C:2]1[C:3]([F:31])=[C:4]([CH:8]2[C:12]([C:15]3[CH:20]=[CH:19][C:18]([Cl:21])=[CH:17][C:16]=3[F:22])([C:13]#[N:14])[CH:11]([CH2:23][C:24]([CH3:27])([CH3:26])[CH3:25])[NH:10][CH:9]2[C:28](N)=[O:29])[CH:5]=[CH:6][CH:7]=1.CC[N:34](C(C)C)C(C)C.C1(P(Cl)(C2C=CC=CC=2)=O)C=CC=CC=1.N[C:57]1[CH:66]=[CH:65][C:60]([C:61]([O:63][CH3:64])=[O:62])=[CH:59][C:58]=1[O:67][CH3:68]. Product: [CH3:64][O:63][C:61](=[O:62])[C:60]1[CH:65]=[CH:66][C:57]([C:28]([C@H:9]2[C@H:8]([C:4]3[CH:5]=[CH:6][CH:7]=[C:2]([Cl:1])[C:3]=3[F:31])[C@:12]([C:15]3[CH:20]=[CH:19][C:18]([Cl:21])=[CH:17][C:16]=3[F:22])([C:13]#[N:14])[C@H:11]([CH2:23][C:24]([CH3:26])([CH3:25])[CH3:27])[NH:10]2)=[O:29])=[C:58]([O:67][CH3:68])[C:59]=1[NH2:34]. The catalyst class is: 2. (10) Reactant: [CH2:1]([O:3][C:4]([C:6]1[O:7][C:8]2[CH:15]=[CH:14][CH:13]=[C:12]([CH2:16]Br)[C:9]=2[C:10]=1[CH3:11])=[O:5])[CH3:2].[BH4-].[Na+]. Product: [CH2:1]([O:3][C:4]([C:6]1[O:7][C:8]2[CH:15]=[CH:14][CH:13]=[C:12]([CH3:16])[C:9]=2[C:10]=1[CH3:11])=[O:5])[CH3:2]. The catalyst class is: 58.